From a dataset of Catalyst prediction with 721,799 reactions and 888 catalyst types from USPTO. Predict which catalyst facilitates the given reaction. (1) Reactant: [OH:1][C:2]1[CH:7]=[CH:6][C:5]([S:8][CH:9]2[CH2:13][CH2:12][N:11]([CH2:14][CH2:15][C:16](=[O:24])[CH2:17][C:18]3[CH:23]=[CH:22][CH:21]=[CH:20][CH:19]=3)[CH2:10]2)=[CH:4][CH:3]=1.[BH4-].[Na+].Cl.C([O-])(O)=O.[Na+]. Product: [OH:24][CH:16]([CH2:17][C:18]1[CH:23]=[CH:22][CH:21]=[CH:20][CH:19]=1)[CH2:15][CH2:14][N:11]1[CH2:12][CH2:13][CH:9]([S:8][C:5]2[CH:6]=[CH:7][C:2]([OH:1])=[CH:3][CH:4]=2)[CH2:10]1. The catalyst class is: 5. (2) Reactant: [Cl:1][C:2]1[C:3]([NH2:12])=[CH:4][C:5]([N+:9]([O-:11])=[O:10])=[C:6]([NH2:8])[CH:7]=1.CO[CH:15]1[CH2:19][CH2:18][CH:17](OC)O1. Product: [Cl:1][C:2]1[C:3]([N:12]2[CH:15]=[CH:19][CH:18]=[CH:17]2)=[CH:4][C:5]([N+:9]([O-:11])=[O:10])=[C:6]([NH2:8])[CH:7]=1. The catalyst class is: 52. (3) Reactant: C[O:2][C:3]([C:5]1[N:6]=[N:7][C:8]([C:11]2[CH:16]=[CH:15][C:14]([C:17]([F:20])([F:19])[F:18])=[CH:13][CH:12]=2)=[CH:9][CH:10]=1)=O.CC(C[AlH]CC(C)C)C. Product: [F:20][C:17]([F:18])([F:19])[C:14]1[CH:13]=[CH:12][C:11]([C:8]2[N:7]=[N:6][C:5]([CH2:3][OH:2])=[CH:10][CH:9]=2)=[CH:16][CH:15]=1. The catalyst class is: 1. (4) Reactant: [CH:1]1([CH2:7][CH2:8][CH2:9][N:10]2[CH2:15][CH:14]3[CH:12]([C:13]3([C:17]3[CH:18]=[C:19]([NH2:23])[CH:20]=[CH:21][CH:22]=3)[CH3:16])[CH2:11]2)[CH2:6][CH2:5][CH2:4][CH2:3][CH2:2]1.N1C=CC=CC=1.[CH2:30]([S:32](Cl)(=[O:34])=[O:33])[CH3:31]. Product: [CH:1]1([CH2:7][CH2:8][CH2:9][N:10]2[CH2:15][CH:14]3[CH:12]([C:13]3([C:17]3[CH:18]=[C:19]([NH:23][S:32]([CH2:30][CH3:31])(=[O:34])=[O:33])[CH:20]=[CH:21][CH:22]=3)[CH3:16])[CH2:11]2)[CH2:6][CH2:5][CH2:4][CH2:3][CH2:2]1. The catalyst class is: 4. (5) Product: [F:20][C:21]1([F:27])[CH2:26][CH2:25][CH2:24][N:23]([CH:15]2[CH2:16][CH2:17][N:12]([C:5]3[CH:6]=[CH:7][C:8]([N+:9]([O-:11])=[O:10])=[C:3]([O:2][CH3:1])[CH:4]=3)[CH2:13][CH2:14]2)[CH2:22]1. The catalyst class is: 26. Reactant: [CH3:1][O:2][C:3]1[CH:4]=[C:5]([N:12]2[CH2:17][CH2:16][C:15](=O)[CH2:14][CH2:13]2)[CH:6]=[CH:7][C:8]=1[N+:9]([O-:11])=[O:10].Cl.[F:20][C:21]1([F:27])[CH2:26][CH2:25][CH2:24][NH:23][CH2:22]1.C(O)(=O)C.C(N(CC)CC)C.C(O[BH-](OC(=O)C)OC(=O)C)(=O)C.[Na+]. (6) Reactant: [Cl:1][C:2]1[CH:3]=[C:4]([C:12]2[O:16][N:15]=[C:14]([C:17]3[CH:22]=[CH:21][C:20]([O:23][CH2:24][C:25]([O:27]CC)=[O:26])=[CH:19][C:18]=3[CH2:30][CH3:31])[N:13]=2)[CH:5]=[CH:6][C:7]=1[O:8][CH:9]([CH3:11])[CH3:10].[OH-].[Na+]. Product: [Cl:1][C:2]1[CH:3]=[C:4]([C:12]2[O:16][N:15]=[C:14]([C:17]3[CH:22]=[CH:21][C:20]([O:23][CH2:24][C:25]([OH:27])=[O:26])=[CH:19][C:18]=3[CH2:30][CH3:31])[N:13]=2)[CH:5]=[CH:6][C:7]=1[O:8][CH:9]([CH3:10])[CH3:11]. The catalyst class is: 252.